This data is from Reaction yield outcomes from USPTO patents with 853,638 reactions. The task is: Predict the reaction yield, written as a fraction of the theoretical maximum amount of product (1.0 means a 100% yield; for example, 0.34 means a 34% yield). (1) The reactants are [F:1][C:2]1[C:3]2[N:4]([C:22]([CH:25]([N:27]3[CH:36]=[CH:35][C:34]4[N:33]=[CH:32][CH:31]=[CH:30][C:29]=4[C:28]3=[O:37])[CH3:26])=[N:23][N:24]=2)[CH:5]=[C:6]([C:8]2[CH:9]=[N:10][N:11]([CH2:13][CH2:14][O:15]C3CCCCO3)[CH:12]=2)[CH:7]=1.Cl. The catalyst is CCO.O.C(=O)(O)[O-].[Na+]. The product is [F:1][C:2]1[C:3]2[N:4]([C:22]([CH:25]([N:27]3[CH:36]=[CH:35][C:34]4[N:33]=[CH:32][CH:31]=[CH:30][C:29]=4[C:28]3=[O:37])[CH3:26])=[N:23][N:24]=2)[CH:5]=[C:6]([C:8]2[CH:9]=[N:10][N:11]([CH2:13][CH2:14][OH:15])[CH:12]=2)[CH:7]=1. The yield is 0.960. (2) The reactants are [CH2:1]([N:4]1[CH2:9][CH2:8][N:7]([C:10]([O:12][CH:13]2[C:14]([O:47]C(OCC)C)([CH3:46])[CH2:15][CH2:16][CH:17]([OH:45])[CH2:18][C:19]([O:21][CH:22](/[C:27](/[CH3:44])=[CH:28]/[CH:29]=[CH:30]/[C:31]([OH:43])([CH3:42])[CH2:32][CH:33]3[O:41][CH:34]3[CH:35]([CH3:40])[CH:36]([OH:39])[CH2:37][CH3:38])[CH:23]([CH3:26])[CH:24]=[CH:25]2)=[O:20])=[O:11])[CH2:6][CH2:5]1)[CH:2]=[CH2:3].C1(C)C=CC(S([O-])(=O)=O)=CC=1.[NH+]1C=CC=CC=1.CC(O)(C)C. The catalyst is O1CCCC1. The product is [CH2:1]([N:4]1[CH2:5][CH2:6][N:7]([C:10]([O:12][CH:13]2[C:14]([OH:47])([CH3:46])[CH2:15][CH2:16][CH:17]([OH:45])[CH2:18][C:19]([O:21][CH:22](/[C:27](/[CH3:44])=[CH:28]/[CH:29]=[CH:30]/[C:31]([OH:43])([CH3:42])[CH2:32][CH:33]3[O:41][CH:34]3[CH:35]([CH3:40])[CH:36]([OH:39])[CH2:37][CH3:38])[CH:23]([CH3:26])[CH:24]=[CH:25]2)=[O:20])=[O:11])[CH2:8][CH2:9]1)[CH:2]=[CH2:3]. The yield is 0.700. (3) The reactants are [Cl:1][C:2]1[CH:3]=[C:4]([CH2:9][O:10][C:11]2[C:23]([F:24])=[CH:22][C:14]([C:15]([O:17]C(C)(C)C)=[O:16])=[C:13]([F:25])[CH:12]=2)[CH:5]=[N:6][C:7]=1[Cl:8].FC(F)(F)C(O)=O. The catalyst is ClCCl. The product is [Cl:1][C:2]1[CH:3]=[C:4]([CH2:9][O:10][C:11]2[C:23]([F:24])=[CH:22][C:14]([C:15]([OH:17])=[O:16])=[C:13]([F:25])[CH:12]=2)[CH:5]=[N:6][C:7]=1[Cl:8]. The yield is 0.500. (4) The reactants are [NH2:1][CH:2]([CH3:36])[CH:3]([C:18]1[C:19]([CH3:35])=[C:20]([NH:24][C:25](=[O:34])[O:26][CH2:27][C:28]2[CH:33]=[CH:32][CH:31]=[CH:30][CH:29]=2)[CH:21]=[CH:22][CH:23]=1)[C:4]1[C:12]2[C:7](=[CH:8][C:9]([O:13][CH2:14][CH2:15][O:16][CH3:17])=[CH:10][CH:11]=2)[NH:6][CH:5]=1.O=[CH:38][C:39]([O:41][CH2:42][CH3:43])=[O:40].C1(C)C=CC=CC=1.Cl.O1CCOCC1.CC1C=CC(C)=CC=1. The catalyst is O1CCOCC1.[Pd].CCOC(C)=O. The product is [CH2:27]([O:26][C:25]([NH:24][C:20]1[C:19]([CH3:35])=[C:18]([C:3]2[C:4]3[C:12]4[C:7](=[CH:8][C:9]([O:13][CH2:14][CH2:15][O:16][CH3:17])=[CH:10][CH:11]=4)[NH:6][C:5]=3[C:38]([C:39]([O:41][CH2:42][CH3:43])=[O:40])=[N:1][C:2]=2[CH3:36])[CH:23]=[CH:22][CH:21]=1)=[O:34])[C:28]1[CH:33]=[CH:32][CH:31]=[CH:30][CH:29]=1. The yield is 0.383. (5) The reactants are [CH2:1]([N:5]1[C:10](=[O:11])[C:9]([CH2:12]OS(C)(=O)=O)=[CH:8][C:7]([C:18]2[CH:23]=[CH:22][C:21]([S:24][CH3:25])=[CH:20][CH:19]=2)=[N:6]1)[CH:2]([CH3:4])[CH3:3].[CH2:26]([NH2:29])[C:27]#[CH:28]. No catalyst specified. The product is [CH2:1]([N:5]1[C:10](=[O:11])[C:9]([CH2:12][NH:29][CH2:26][C:27]#[CH:28])=[CH:8][C:7]([C:18]2[CH:23]=[CH:22][C:21]([S:24][CH3:25])=[CH:20][CH:19]=2)=[N:6]1)[CH:2]([CH3:4])[CH3:3]. The yield is 0.522.